From a dataset of Catalyst prediction with 721,799 reactions and 888 catalyst types from USPTO. Predict which catalyst facilitates the given reaction. (1) Reactant: C(OC([N:8]1[CH2:13][CH2:12][C:11]([C:26]2[CH:31]=[CH:30][C:29]([F:32])=[CH:28][CH:27]=2)([C:14](=[O:25])[NH:15][C@H:16]([C:18]2[CH:23]=[CH:22][C:21]([F:24])=[CH:20][CH:19]=2)[CH3:17])[CH2:10][CH2:9]1)=O)(C)(C)C.[F:33][C:34]([F:39])([F:38])[C:35]([OH:37])=[O:36]. Product: [F:33][C:34]([F:39])([F:38])[C:35]([OH:37])=[O:36].[F:24][C:21]1[CH:22]=[CH:23][C:18]([C@@H:16]([NH:15][C:14]([C:11]2([C:26]3[CH:27]=[CH:28][C:29]([F:32])=[CH:30][CH:31]=3)[CH2:12][CH2:13][NH:8][CH2:9][CH2:10]2)=[O:25])[CH3:17])=[CH:19][CH:20]=1. The catalyst class is: 4. (2) Reactant: Br[C:2]1[CH:3]=[C:4]([NH:9][C:10]2[N:15]=[C:14]([C:16]([F:19])([F:18])[F:17])[CH:13]=[CH:12][N:11]=2)[CH:5]=[C:6]([CH3:8])[CH:7]=1.[CH3:20][C:21]1([CH3:37])[C:25]([CH3:27])([CH3:26])[O:24][B:23]([B:23]2[O:24][C:25]([CH3:27])([CH3:26])[C:21]([CH3:37])([CH3:20])[O:22]2)[O:22]1.CC([O-])=O.[K+]. Product: [CH3:8][C:6]1[CH:5]=[C:4]([NH:9][C:10]2[N:15]=[C:14]([C:16]([F:19])([F:18])[F:17])[CH:13]=[CH:12][N:11]=2)[CH:3]=[C:2]([B:23]2[O:24][C:25]([CH3:27])([CH3:26])[C:21]([CH3:37])([CH3:20])[O:22]2)[CH:7]=1. The catalyst class is: 12. (3) Reactant: [CH2:1]([O:3][C:4](=[O:41])[C:5]([CH3:40])([CH3:39])[CH2:6][CH2:7][CH2:8][CH2:9][CH2:10][CH2:11][C:12]([N+]#[C-])(S(C1C=CC(C)=CC=1)(=O)=O)[CH2:13][CH2:14][CH2:15][CH2:16][CH2:17][CH2:18][C:19]([CH3:26])([CH3:25])[C:20]([O:22][CH2:23][CH3:24])=[O:21])[CH3:2].Cl.[OH2:43]. Product: [CH2:1]([O:3][C:4](=[O:41])[C:5]([CH3:40])([CH3:39])[CH2:6][CH2:7][CH2:8][CH2:9][CH2:10][CH2:11][C:12](=[O:43])[CH2:13][CH2:14][CH2:15][CH2:16][CH2:17][CH2:18][C:19]([CH3:26])([CH3:25])[C:20]([O:22][CH2:23][CH3:24])=[O:21])[CH3:2]. The catalyst class is: 2. (4) Reactant: [CH:1]1([C:6]2[S:15][C:14]3[NH:13][C:12]4[CH:16]=[CH:17][CH:18]=[CH:19][C:11]=4[NH:10][C:9](=S)[C:8]=3[N:7]=2)[CH2:5][CH2:4][CH2:3][CH2:2]1.O(C)S(C(F)(F)F)(=O)=O.[CH3:30][O:31][CH2:32][CH2:33][C@H:34]1[CH2:39][NH:38][CH2:37][CH2:36][NH:35]1.N1C=CC=CC=1. Product: [CH3:30][O:31][CH2:32][CH2:33][C@@H:34]1[NH:35][CH2:36][CH2:37][N:38]([C:9]2[C:8]3[N:7]=[C:6]([CH:1]4[CH2:5][CH2:4][CH2:3][CH2:2]4)[S:15][C:14]=3[NH:13][C:12]3[CH:16]=[CH:17][CH:18]=[CH:19][C:11]=3[N:10]=2)[CH2:39]1. The catalyst class is: 4. (5) Reactant: Cl[C:2]1[C:11]2=[N:12][N:13](CC3C=CC(OC)=CC=3)[C:14]([CH3:15])=[C:10]2[C:9]2[CH:8]=[CH:7][CH:6]=[CH:5][C:4]=2[N:3]=1.[CH3:25][O:26][C:27]1[CH:28]=[C:29]([CH:31]=[CH:32][C:33]=1[O:34][CH3:35])[NH2:30].Cl. Product: [CH3:25][O:26][C:27]1[CH:28]=[C:29]([NH:30][C:2]2[C:11]3=[N:12][NH:13][C:14]([CH3:15])=[C:10]3[C:9]3[CH:8]=[CH:7][CH:6]=[CH:5][C:4]=3[N:3]=2)[CH:31]=[CH:32][C:33]=1[O:34][CH3:35]. The catalyst class is: 71. (6) Reactant: [Br:1][C:2]1[CH:7]=[CH:6][C:5]([CH2:8][NH2:9])=[C:4]([F:10])[CH:3]=1.[C:11](O[C:11]([O:13][C:14]([CH3:17])([CH3:16])[CH3:15])=[O:12])([O:13][C:14]([CH3:17])([CH3:16])[CH3:15])=[O:12].C(N(CC)CC)C.O. Product: [Br:1][C:2]1[CH:7]=[CH:6][C:5]([CH2:8][NH:9][C:11](=[O:12])[O:13][C:14]([CH3:17])([CH3:16])[CH3:15])=[C:4]([F:10])[CH:3]=1. The catalyst class is: 2. (7) Reactant: [N+:1]([C:4]1[CH:5]=[C:6]([CH:16]=[CH:17][CH:18]=1)[C:7]([N:9]1[CH2:14][CH2:13][C:12](=[O:15])[CH2:11][CH2:10]1)=[O:8])([O-:3])=[O:2].CO.[BH4-].[Na+]. Product: [OH:15][CH:12]1[CH2:13][CH2:14][N:9]([C:7]([C:6]2[CH:16]=[CH:17][CH:18]=[C:4]([N+:1]([O-:3])=[O:2])[CH:5]=2)=[O:8])[CH2:10][CH2:11]1. The catalyst class is: 20. (8) Reactant: [C:1]1([C:7]2[C:8]3[CH:16]=[CH:15][CH:14]=[CH:13][C:9]=3[S:10][C:11]=2[NH2:12])[CH:6]=[CH:5][CH:4]=[CH:3][CH:2]=1.[C:17]12[C:25](=[O:26])[O:24][C:22](=[O:23])[C:18]=1[CH2:19][CH2:20][CH2:21]2. Product: [C:1]1([C:7]2[C:8]3[CH:16]=[CH:15][CH:14]=[CH:13][C:9]=3[S:10][C:11]=2[NH:12][C:25]([C:17]2[CH2:21][CH2:20][CH2:19][C:18]=2[C:22]([OH:24])=[O:23])=[O:26])[CH:2]=[CH:3][CH:4]=[CH:5][CH:6]=1. The catalyst class is: 1.